From a dataset of Forward reaction prediction with 1.9M reactions from USPTO patents (1976-2016). Predict the product of the given reaction. (1) Given the reactants C(NC(C)C)(C)C.[Li]CCCC.[Br:13][C:14]1[CH:19]=[CH:18][C:17]([F:20])=[CH:16][CH:15]=1.[C:21](OCC)(=[O:27])[C:22]([O:24][CH2:25][CH3:26])=[O:23].Cl, predict the reaction product. The product is: [CH2:25]([O:24][C:22](=[O:23])[C:21]([C:18]1[CH:19]=[C:14]([Br:13])[CH:15]=[CH:16][C:17]=1[F:20])=[O:27])[CH3:26]. (2) Given the reactants [CH:1]1([CH2:6][C:7](Cl)=[O:8])[CH2:5]CC[CH2:2]1.[NH2:10][C:11]1[S:12][C:13]([C:16]([O:18]C)=[O:17])=[CH:14][N:15]=1.NC1C=CC(C(OC)=O)=CC=1, predict the reaction product. The product is: [CH3:5][CH:1]([CH3:2])[CH2:6][C:7]([NH:10][C:11]1[S:12][C:13]([C:16]([OH:18])=[O:17])=[CH:14][N:15]=1)=[O:8]. (3) Given the reactants [CH3:1][O:2][CH2:3][CH2:4][NH2:5].[C:6]([O:10][C:11](=[O:33])[NH:12][C@@H:13]1[CH2:18][CH2:17][CH2:16][N:15]([C:19](=[O:32])[C:20]2[CH:25]=[C:24]([N+:26]([O-:28])=[O:27])[C:23](Cl)=[C:22]([O:30][CH3:31])[CH:21]=2)[CH2:14]1)([CH3:9])([CH3:8])[CH3:7], predict the reaction product. The product is: [C:6]([O:10][C:11](=[O:33])[NH:12][C@@H:13]1[CH2:18][CH2:17][CH2:16][N:15]([C:19](=[O:32])[C:20]2[CH:25]=[C:24]([N+:26]([O-:28])=[O:27])[C:23]([NH:5][CH2:4][CH2:3][O:2][CH3:1])=[C:22]([O:30][CH3:31])[CH:21]=2)[CH2:14]1)([CH3:9])([CH3:7])[CH3:8]. (4) Given the reactants [O:1]=[C:2]([CH2:18][CH2:19][CH2:20][CH2:21][CH2:22][CH2:23][CH2:24][C:25]([CH3:32])([CH3:31])[C:26]([O:28]CC)=[O:27])[CH2:3][CH2:4][CH2:5][CH2:6][CH2:7][CH2:8][CH2:9][C:10]([CH3:17])([CH3:16])[C:11]([O:13]CC)=[O:12].[OH-].[K+], predict the reaction product. The product is: [O:1]=[C:2]([CH2:18][CH2:19][CH2:20][CH2:21][CH2:22][CH2:23][CH2:24][C:25]([CH3:32])([CH3:31])[C:26]([OH:28])=[O:27])[CH2:3][CH2:4][CH2:5][CH2:6][CH2:7][CH2:8][CH2:9][C:10]([CH3:17])([CH3:16])[C:11]([OH:13])=[O:12]. (5) Given the reactants [NH2:1][C:2]([C:4]1[CH:9]=[CH:8][C:7](B(O)O)=[CH:6][CH:5]=1)=[O:3].Br[C:14]1[CH:19]=[CH:18][CH:17]=[CH:16][C:15]=1[CH2:20][NH:21][S:22]([C:25]1[CH:30]=[CH:29][CH:28]=[CH:27][C:26]=1[O:31][CH3:32])(=[O:24])=[O:23].C([O-])([O-])=O.[Na+].[Na+], predict the reaction product. The product is: [CH3:32][O:31][C:26]1[CH:27]=[CH:28][CH:29]=[CH:30][C:25]=1[S:22]([NH:21][CH2:20][C:15]1[CH:16]=[CH:17][CH:18]=[CH:19][C:14]=1[C:7]1[CH:8]=[CH:9][C:4]([C:2]([NH2:1])=[O:3])=[CH:5][CH:6]=1)(=[O:23])=[O:24]. (6) The product is: [C:2]1([NH:1][S:14]([C:8]2[CH:13]=[CH:12][CH:11]=[CH:10][CH:9]=2)(=[O:16])=[O:15])[CH:7]=[CH:6][CH:5]=[CH:4][CH:3]=1. Given the reactants [NH2:1][C:2]1[CH:7]=[CH:6][CH:5]=[CH:4][CH:3]=1.[C:8]1([S:14](Cl)(=[O:16])=[O:15])[CH:13]=[CH:12][CH:11]=[CH:10][CH:9]=1, predict the reaction product.